Predict the product of the given reaction. From a dataset of Forward reaction prediction with 1.9M reactions from USPTO patents (1976-2016). Given the reactants [C:1]([C:3]1[CH:4]=[CH:5][C:6]2[O:10][C:9]3[CH:11]=[C:12]([S:15]([NH:18][C@@H:19]([CH:24]([CH3:26])[CH3:25])[C:20]([O:22][CH3:23])=[O:21])(=[O:17])=[O:16])[CH:13]=[CH:14][C:8]=3[C:7]=2[CH:27]=1)#[N:2].Cl.[NH2:29][OH:30].C(N(CC)CC)C, predict the reaction product. The product is: [OH:30][NH:29][C:1]([C:3]1[CH:4]=[CH:5][C:6]2[O:10][C:9]3[CH:11]=[C:12]([S:15]([NH:18][C@@H:19]([CH:24]([CH3:25])[CH3:26])[C:20]([O:22][CH3:23])=[O:21])(=[O:17])=[O:16])[CH:13]=[CH:14][C:8]=3[C:7]=2[CH:27]=1)=[NH:2].